Dataset: Forward reaction prediction with 1.9M reactions from USPTO patents (1976-2016). Task: Predict the product of the given reaction. (1) Given the reactants [NH2:1][C:2]1[N:3]=[C:4]([NH:7][C:8]2[CH:13]=[C:12]([F:14])[C:11]([C:15]3[CH:20]=[CH:19][C:18](NS(C)(=O)=O)=[CH:17][CH:16]=3)=[C:10]([C:26]([F:29])([F:28])[F:27])[CH:9]=2)[NH:5][N:6]=1.[CH3:30][S:31]([NH:34]C1C=CC(B(O)O)=CC=1)(=[O:33])=[O:32], predict the reaction product. The product is: [NH2:1][C:2]1[N:3]=[C:4]([NH:7][C:8]2[CH:13]=[C:12]([F:14])[C:11]([C:15]3[CH:20]=[CH:19][CH:18]=[C:17]([NH:34][S:31]([CH3:30])(=[O:33])=[O:32])[CH:16]=3)=[C:10]([C:26]([F:28])([F:27])[F:29])[CH:9]=2)[NH:5][N:6]=1. (2) Given the reactants [Cl:1][C:2]1[CH:3]=[C:4]([CH:9]=[CH:10][C:11]=1[CH:12]1[S:18][CH2:17][CH2:16][NH:15][C:14]2[N:19]([CH3:28])[N:20]=[C:21]([C:22]3[CH:27]=[CH:26][CH:25]=[CH:24][N:23]=3)[C:13]1=2)[C:5]([O:7]C)=O.[C-]#[N:30].[K+].N, predict the reaction product. The product is: [Cl:1][C:2]1[CH:3]=[C:4]([CH:9]=[CH:10][C:11]=1[CH:12]1[S:18][CH2:17][CH2:16][NH:15][C:14]2[N:19]([CH3:28])[N:20]=[C:21]([C:22]3[CH:27]=[CH:26][CH:25]=[CH:24][N:23]=3)[C:13]1=2)[C:5]([NH2:30])=[O:7]. (3) Given the reactants [CH3:1][C:2]1[N:12]([CH2:13][C:14]2[CH:19]=[CH:18][C:17]([NH:20][CH2:21][CH:22]3[CH2:27][CH2:26][NH:25][CH2:24][CH2:23]3)=[CH:16][CH:15]=2)[C:5]2=[N:6][C:7]([CH3:11])=[CH:8][C:9]([CH3:10])=[C:4]2[N:3]=1.[O:28]1[CH2:33][CH2:32][C:31](=O)[CH2:30][CH2:29]1.C(O[BH-](OC(=O)C)OC(=O)C)(=O)C.[Na+].[OH-].[Na+], predict the reaction product. The product is: [CH3:1][C:2]1[N:12]([CH2:13][C:14]2[CH:19]=[CH:18][C:17]([NH:20][CH2:21][CH:22]3[CH2:23][CH2:24][N:25]([CH:31]4[CH2:32][CH2:33][O:28][CH2:29][CH2:30]4)[CH2:26][CH2:27]3)=[CH:16][CH:15]=2)[C:5]2=[N:6][C:7]([CH3:11])=[CH:8][C:9]([CH3:10])=[C:4]2[N:3]=1. (4) Given the reactants [F:1][C:2]([F:20])([F:19])[C:3]1[CH:4]=[CH:5][C:6]([O:9][C:10]2[CH:15]=[CH:14][C:13]([CH2:16][CH2:17][NH2:18])=[CH:12][CH:11]=2)=[N:7][CH:8]=1.[CH3:21][O:22][C:23]1[N:28]=[CH:27][C:26]([CH2:29][C:30]2[C:31](=[O:38])[N:32]=[C:33](SC)[NH:34][CH:35]=2)=[CH:25][N:24]=1, predict the reaction product. The product is: [CH3:21][O:22][C:23]1[N:24]=[CH:25][C:26]([CH2:29][C:30]2[C:31](=[O:38])[N:32]=[C:33]([NH:18][CH2:17][CH2:16][C:13]3[CH:14]=[CH:15][C:10]([O:9][C:6]4[CH:5]=[CH:4][C:3]([C:2]([F:19])([F:1])[F:20])=[CH:8][N:7]=4)=[CH:11][CH:12]=3)[NH:34][CH:35]=2)=[CH:27][N:28]=1. (5) Given the reactants [C:1]1([C:7]2[CH:11]=[C:10]([C:12]3[CH:17]=[CH:16][CH:15]=[CH:14][CH:13]=3)[NH:9][N:8]=2)[CH:6]=[CH:5][CH:4]=[CH:3][CH:2]=1.[H-].[Na+].Br[CH2:21][C:22]1[CH:31]=[CH:30][C:25]([C:26]([O:28][CH3:29])=[O:27])=[CH:24][C:23]=1[O:32][CH:33]([CH3:35])[CH3:34].[I-].[Na+], predict the reaction product. The product is: [C:1]1([C:7]2[CH:11]=[C:10]([C:12]3[CH:17]=[CH:16][CH:15]=[CH:14][CH:13]=3)[N:9]([CH2:21][C:22]3[CH:31]=[CH:30][C:25]([C:26]([O:28][CH3:29])=[O:27])=[CH:24][C:23]=3[O:32][CH:33]([CH3:35])[CH3:34])[N:8]=2)[CH:6]=[CH:5][CH:4]=[CH:3][CH:2]=1. (6) Given the reactants [Cl:1][C:2]1[CH:3]=[C:4]2[C:9](=[CH:10][N:11]=1)[N:8]=[CH:7][C:6]([C:12]#[N:13])=[C:5]2O.P(Cl)(Cl)([Cl:17])=O, predict the reaction product. The product is: [Cl:17][C:5]1[C:4]2[C:9](=[CH:10][N:11]=[C:2]([Cl:1])[CH:3]=2)[N:8]=[CH:7][C:6]=1[C:12]#[N:13]. (7) Given the reactants [CH:1]12[CH2:10][CH:5]3[CH2:6][CH:7]([CH2:9][CH:3]([CH2:4]3)[CH:2]1[N:11]1[C:14](=[O:15])[C:13]([CH3:17])([CH3:16])[NH:12]1)[CH2:8]2.[CH3:18][C:19]1[CH:20]=[C:21]([CH:24]=[CH:25][CH:26]=1)[CH2:22]Br, predict the reaction product. The product is: [CH3:16][C:13]1([CH3:17])[N:12]([CH2:18][C:19]2[CH:26]=[CH:25][CH:24]=[C:21]([CH3:22])[CH:20]=2)[N:11]([CH:2]2[CH:3]3[CH2:4][CH:5]4[CH2:6][CH:7]([CH2:8][CH:1]2[CH2:10]4)[CH2:9]3)[C:14]1=[O:15].